Dataset: Full USPTO retrosynthesis dataset with 1.9M reactions from patents (1976-2016). Task: Predict the reactants needed to synthesize the given product. (1) Given the product [CH2:19]([O:18][C:16](=[O:17])[CH2:15][NH:14][C:12](=[O:13])[C:11]1[CH:21]=[CH:22][C:8]([N:5]2[CH2:6][CH2:7][CH:2]([NH:23][CH2:24][C@H:25]([OH:26])[C:27]3[CH:28]=[CH:29][C:30]([OH:38])=[C:31]([NH:33][S:34]([CH3:37])(=[O:36])=[O:35])[CH:32]=3)[CH2:3][CH2:4]2)=[CH:9][CH:10]=1)[CH3:20], predict the reactants needed to synthesize it. The reactants are: O=[C:2]1[CH2:7][CH2:6][N:5]([C:8]2[CH:22]=[CH:21][C:11]([C:12]([NH:14][CH2:15][C:16]([O:18][CH2:19][CH3:20])=[O:17])=[O:13])=[CH:10][CH:9]=2)[CH2:4][CH2:3]1.[NH2:23][CH2:24][C@@H:25]([C:27]1[CH:28]=[CH:29][C:30]([OH:38])=[C:31]([NH:33][S:34]([CH3:37])(=[O:36])=[O:35])[CH:32]=1)[OH:26]. (2) The reactants are: [CH2:1]([NH:9][C:10]([C:12]1[C:13]([C:18]2[CH:23]=[CH:22][CH:21]=[CH:20][C:19]=2[CH2:24][NH2:25])=[CH:14][CH:15]=[CH:16][CH:17]=1)=[O:11])[CH2:2][C:3]1[CH:8]=[CH:7][CH:6]=[CH:5][CH:4]=1.[CH2:26]([C:28]1[CH:33]=[CH:32][C:31]([S:34](Cl)(=[O:36])=[O:35])=[CH:30][CH:29]=1)[CH3:27].C(NC(C1C(C2C=CC=CC=2C(S(C2C=CC(CC)=CC=2)(=O)=O)N)=CC=CC=1)=O)CC1C=CC=CC=1. Given the product [CH2:1]([NH:9][C:10]([C:12]1[C:13]([C:18]2[CH:23]=[CH:22][CH:21]=[CH:20][C:19]=2[CH2:24][NH:25][S:34]([C:31]2[CH:32]=[CH:33][C:28]([CH2:26][CH3:27])=[CH:29][CH:30]=2)(=[O:36])=[O:35])=[CH:14][CH:15]=[CH:16][CH:17]=1)=[O:11])[CH2:2][C:3]1[CH:4]=[CH:5][CH:6]=[CH:7][CH:8]=1, predict the reactants needed to synthesize it.